This data is from Reaction yield outcomes from USPTO patents with 853,638 reactions. The task is: Predict the reaction yield, written as a fraction of the theoretical maximum amount of product (1.0 means a 100% yield; for example, 0.34 means a 34% yield). (1) The reactants are [Cl:1][C:2]1[C:3]([O:12][C:13]2[CH:18]=[C:17]([O:19][CH2:20][CH2:21][O:22][CH3:23])[CH:16]=[CH:15][C:14]=2[CH2:24][OH:25])=[N:4][CH:5]=[C:6]([C:8]([F:11])([F:10])[F:9])[CH:7]=1.Cl[S:27]([N:30]=[C:31]=[O:32])(=[O:29])=[O:28].[Cl:33][C:34]1[CH:40]=[CH:39][C:37]([NH2:38])=[CH:36][CH:35]=1.Cl. The catalyst is C1(C)C=CC=CC=1.C(OCC)(=O)C.N1C=CC=CC=1. The product is [Cl:33][C:34]1[CH:40]=[CH:39][C:37]([NH:38][S:27]([NH:30][C:31](=[O:32])[O:25][CH2:24][C:14]2[CH:15]=[CH:16][C:17]([O:19][CH2:20][CH2:21][O:22][CH3:23])=[CH:18][C:13]=2[O:12][C:3]2[C:2]([Cl:1])=[CH:7][C:6]([C:8]([F:9])([F:11])[F:10])=[CH:5][N:4]=2)(=[O:29])=[O:28])=[CH:36][CH:35]=1. The yield is 0.0400. (2) The reactants are [Br:1][C:2]1[CH:7]=[CH:6][C:5]([C:8]2[C:9]3[CH:16]=[CH:15][C:14]([O:17]C)=[CH:13][C:10]=3[S:11][CH:12]=2)=[CH:4][CH:3]=1.Br. The product is [Br:1][C:2]1[CH:7]=[CH:6][C:5]([C:8]2[C:9]3[CH:16]=[CH:15][C:14]([OH:17])=[CH:13][C:10]=3[S:11][CH:12]=2)=[CH:4][CH:3]=1. The yield is 0.980. The catalyst is C(O)(=O)C. (3) The catalyst is ClCCl.C(O)C. The yield is 0.870. The reactants are [C:1]1([N:7]([CH2:31][CH2:32][C:33]([O:35][CH2:36][CH3:37])=[O:34])[S:8]([C:11]2[CH:30]=[CH:29][C:14]3[N:15]([CH3:28])[C:16]([CH2:18][NH:19][C:20]4[CH:25]=[CH:24][C:23]([C:26]#[N:27])=[CH:22][CH:21]=4)=[N:17][C:13]=3[CH:12]=2)(=[O:10])=[O:9])[CH:6]=[CH:5][CH:4]=[CH:3][CH:2]=1.[ClH:38].C(O)C.C(=O)([O-])[O-].[NH4+:46].[NH4+]. The product is [ClH:38].[C:1]1([N:7]([CH2:31][CH2:32][C:33]([O:35][CH2:36][CH3:37])=[O:34])[S:8]([C:11]2[CH:30]=[CH:29][C:14]3[N:15]([CH3:28])[C:16]([CH2:18][NH:19][C:20]4[CH:25]=[CH:24][C:23]([C:26](=[NH:46])[NH2:27])=[CH:22][CH:21]=4)=[N:17][C:13]=3[CH:12]=2)(=[O:9])=[O:10])[CH:2]=[CH:3][CH:4]=[CH:5][CH:6]=1. (4) The reactants are [Br:1][C:2]1[CH:3]=[CH:4][C:5]2[O:9][C:8]([C:10]3[CH:15]=[CH:14][C:13]([F:16])=[CH:12][CH:11]=3)=[C:7]([C:17]([O:19][CH2:20][CH3:21])=[O:18])[C:6]=2[CH:22]=1.[N+:23]([O-])([OH:25])=[O:24]. The catalyst is C(Cl)(Cl)Cl. The product is [Br:1][C:2]1[C:3]([N+:23]([O-:25])=[O:24])=[CH:4][C:5]2[O:9][C:8]([C:10]3[CH:11]=[CH:12][C:13]([F:16])=[CH:14][CH:15]=3)=[C:7]([C:17]([O:19][CH2:20][CH3:21])=[O:18])[C:6]=2[CH:22]=1. The yield is 0.660. (5) The reactants are [Cl:1][C:2]1[CH:7]=[CH:6][C:5]([C:8]2[CH:13]=[CH:12][N:11]([C:14]3[CH:15]=[CH:16][C:17]4[C:18]5[CH2:27][N:26](C(OC(C)(C)C)=O)[CH2:25][CH2:24][C:19]=5[N:20]([CH3:23])[C:21]=4[CH:22]=3)[C:10](=[O:35])[CH:9]=2)=[CH:4][CH:3]=1.[ClH:36]. The catalyst is CO.CCOCC. The product is [ClH:1].[ClH:36].[Cl:1][C:2]1[CH:7]=[CH:6][C:5]([C:8]2[CH:13]=[CH:12][N:11]([C:14]3[CH:15]=[CH:16][C:17]4[C:18]5[CH2:27][NH:26][CH2:25][CH2:24][C:19]=5[N:20]([CH3:23])[C:21]=4[CH:22]=3)[C:10](=[O:35])[CH:9]=2)=[CH:4][CH:3]=1. The yield is 0.400. (6) The reactants are Cl[C:2]1[C:7]([N+:8]([O-:10])=[O:9])=[CH:6][CH:5]=[C:4](Cl)[N:3]=1.CCN(C(C)C)C(C)C.[CH2:21]([NH2:28])[C:22]1[CH:27]=[CH:26][CH:25]=[CH:24][CH:23]=1.[CH3:29][N:30]1[CH2:35][CH2:34][NH:33][CH2:32][CH2:31]1. The catalyst is CN1C(=O)CCC1. The product is [CH2:21]([NH:28][C:2]1[C:7]([N+:8]([O-:10])=[O:9])=[CH:6][CH:5]=[C:4]([N:33]2[CH2:34][CH2:35][N:30]([CH3:29])[CH2:31][CH2:32]2)[N:3]=1)[C:22]1[CH:27]=[CH:26][CH:25]=[CH:24][CH:23]=1. The yield is 0.490. (7) The reactants are [N+:1]([C:4]1[CH:5]=[C:6]([CH:9]=[CH:10][CH:11]=1)[CH:7]=O)([O-:3])=[O:2].[C:12]([NH:15][CH2:16][C:17]([OH:19])=[O:18])(=O)[CH3:13].C([O-])(=O)C.[Na+].C(OC(=O)C)(=O)C. No catalyst specified. The product is [CH3:13][C:12]1[O:19][C:17](=[O:18])[C:16](=[CH:7][C:6]2[CH:9]=[CH:10][CH:11]=[C:4]([N+:1]([O-:3])=[O:2])[CH:5]=2)[N:15]=1. The yield is 0.780.